This data is from Catalyst prediction with 721,799 reactions and 888 catalyst types from USPTO. The task is: Predict which catalyst facilitates the given reaction. (1) Reactant: [CH3:1][C:2]1[S:6][C:5]([C:7]2[CH:12]=[CH:11][CH:10]=[CH:9][CH:8]=2)=[N:4][C:3]=1[CH2:13][O:14][C:15]1[N:20]=[CH:19][C:18]([CH2:21][OH:22])=[CH:17][CH:16]=1.O[C:24]1[CH:29]=[CH:28][CH:27]=[CH:26][C:25]=1[CH2:30][C:31]([O:33][CH3:34])=[O:32].C(P(CCCC)CCCC)CCC.N(C(N1CCCCC1)=O)=NC(N1CCCCC1)=O. Product: [CH3:1][C:2]1[S:6][C:5]([C:7]2[CH:12]=[CH:11][CH:10]=[CH:9][CH:8]=2)=[N:4][C:3]=1[CH2:13][O:14][C:15]1[N:20]=[CH:19][C:18]([CH2:21][O:22][C:24]2[CH:29]=[CH:28][CH:27]=[CH:26][C:25]=2[CH2:30][C:31]([O:33][CH3:34])=[O:32])=[CH:17][CH:16]=1. The catalyst class is: 7. (2) Reactant: [BH4-:1].[Na+:2].[C:3]([OH:6])(=[O:5])[CH3:4]. Product: [C:3]([O:6][BH-:1]([O:6][C:3](=[O:5])[CH3:4])[O:5][C:3](=[O:6])[CH3:4])(=[O:5])[CH3:4].[Na+:2]. The catalyst class is: 13.